Dataset: Catalyst prediction with 721,799 reactions and 888 catalyst types from USPTO. Task: Predict which catalyst facilitates the given reaction. (1) Reactant: [Br:1]N1C(=O)CCC1=O.[C:9]([C:11]1[C:16]2[N:17]=[C:18]([C:20]([N:22]([CH3:24])[CH3:23])=[O:21])[O:19][C:15]=2[C:14]([F:25])=[C:13]([C:26]([O:28]CC)=[CH2:27])[C:12]=1[CH3:31])#[N:10]. Product: [Br:1][CH2:28][C:26]([C:13]1[C:12]([CH3:31])=[C:11]([C:9]#[N:10])[C:16]2[N:17]=[C:18]([C:20]([N:22]([CH3:24])[CH3:23])=[O:21])[O:19][C:15]=2[C:14]=1[F:25])=[O:27]. The catalyst class is: 30. (2) Reactant: [Br:1][C:2]1[C:7]([O:8][CH2:9][CH2:10][CH2:11][CH2:12][CH2:13][CH2:14][CH2:15][CH3:16])=[CH:6][C:5]([C:17]2[CH:22]=[C:21]([O:23][CH2:24][CH2:25][CH2:26][CH2:27][CH2:28][CH2:29][CH2:30][CH3:31])[C:20]([Br:32])=[CH:19][C:18]=2I)=[C:4](I)[CH:3]=1.CCCCCC.[Br-].[Mg+2].[Br-].[CH:44]([C:47]1[CH:52]=[C:51]([CH:53]([CH3:55])[CH3:54])[CH:50]=[C:49]([CH:56]([CH3:58])[CH3:57])[C:48]=1[B:59](OC)OC)([CH3:46])[CH3:45]. Product: [Br:1][C:2]1[C:7]([O:8][CH2:9][CH2:10][CH2:11][CH2:12][CH2:13][CH2:14][CH2:15][CH3:16])=[CH:6][C:5]2[C:17]3[CH:22]=[C:21]([O:23][CH2:24][CH2:25][CH2:26][CH2:27][CH2:28][CH2:29][CH2:30][CH3:31])[C:20]([Br:32])=[CH:19][C:18]=3[B:59]([C:48]3[C:49]([CH:56]([CH3:57])[CH3:58])=[CH:50][C:51]([CH:53]([CH3:55])[CH3:54])=[CH:52][C:47]=3[CH:44]([CH3:46])[CH3:45])[C:4]=2[CH:3]=1. The catalyst class is: 7. (3) Reactant: C(OC([NH:8][NH:9][C:10]([C:12]1[C:17]([F:18])=[CH:16][CH:15]=[CH:14][C:13]=1[F:19])=N)=O)(C)(C)C.[Br:20][C:21]1[CH:26]=[CH:25][C:24]([C:27](=O)[CH:28]=[N:29]O)=[CH:23][CH:22]=1.C([O-])(=O)C.[Na+].O. Product: [Br:20][C:21]1[CH:26]=[CH:25][C:24]([C:27]2[N:8]=[N:9][C:10]([C:12]3[C:13]([F:19])=[CH:14][CH:15]=[CH:16][C:17]=3[F:18])=[N:29][CH:28]=2)=[CH:23][CH:22]=1. The catalyst class is: 15. (4) The catalyst class is: 203. Product: [C:34]([O:33][C@@H:27]([C:18]1[C:17]([CH3:38])=[CH:16][C:14]2[N:15]=[C:11]([C:7]3[CH:6]=[C:5]4[C:10]([C:2]([C:44]5[CH2:45][CH2:46][N:41]([CH3:40])[CH2:42][CH:43]=5)=[N:3][N:4]4[CH3:39])=[CH:9][CH:8]=3)[S:12][C:13]=2[C:19]=1[C:20]1[CH:25]=[CH:24][C:23]([Cl:26])=[CH:22][CH:21]=1)[C:28]([O:30][CH2:31][CH3:32])=[O:29])([CH3:37])([CH3:36])[CH3:35]. Reactant: Br[C:2]1[C:10]2[C:5](=[CH:6][C:7]([C:11]3[S:12][C:13]4[C:19]([C:20]5[CH:25]=[CH:24][C:23]([Cl:26])=[CH:22][CH:21]=5)=[C:18]([C@H:27]([O:33][C:34]([CH3:37])([CH3:36])[CH3:35])[C:28]([O:30][CH2:31][CH3:32])=[O:29])[C:17]([CH3:38])=[CH:16][C:14]=4[N:15]=3)=[CH:8][CH:9]=2)[N:4]([CH3:39])[N:3]=1.[CH3:40][N:41]1[CH2:46][CH:45]=[C:44](B2OC(C)(C)C(C)(C)O2)[CH2:43][CH2:42]1.C([O-])([O-])=O.[K+].[K+]. (5) Reactant: [OH:1][C@H:2]([CH3:47])[C@H:3]([NH:16][C:17]([C:19]1[NH:20][C:21]([C:24]2[CH:29]=[C:28]([O:30][C:31]3[CH:32]=[N:33][C:34]([S:37]([CH3:40])(=[O:39])=[O:38])=[CH:35][CH:36]=3)[CH:27]=[C:26]([O:41][C@@H:42]([CH3:46])[CH2:43][O:44][CH3:45])[CH:25]=2)=[CH:22][CH:23]=1)=O)[CH2:4][O:5][Si:6]([CH:13]([CH3:15])[CH3:14])([CH:10]([CH3:12])[CH3:11])[CH:7]([CH3:9])[CH3:8].CS(O)(=O)=O.C(N(CC)CC)C.C(=O)([O-])O.[Na+]. Product: [CH3:45][O:44][CH2:43][C@H:42]([CH3:46])[O:41][C:26]1[CH:27]=[C:28]([CH:29]=[C:24]([C:21]2[NH:20][C:19]([C:17]3[O:1][C@@H:2]([CH3:47])[C@@H:3]([CH2:4][O:5][Si:6]([CH:10]([CH3:12])[CH3:11])([CH:7]([CH3:8])[CH3:9])[CH:13]([CH3:14])[CH3:15])[N:16]=3)=[CH:23][CH:22]=2)[CH:25]=1)[O:30][C:31]1[CH:36]=[CH:35][C:34]([S:37]([CH3:40])(=[O:38])=[O:39])=[N:33][CH:32]=1. The catalyst class is: 7. (6) Reactant: [CH:1]1([C@@H:4]([C:11]2[CH:20]=[C:19]3[C:14]([CH2:15][CH2:16][CH:17]([C:21]4[CH:26]=[CH:25][C:24]([OH:27])=[CH:23][C:22]=4[F:28])[O:18]3)=[CH:13][CH:12]=2)[C@H:5]([CH3:10])[C:6]([O:8][CH3:9])=[O:7])[CH2:3][CH2:2]1.N1C=CC=CC=1.[F:35][C:36]([F:49])([F:48])[S:37](O[S:37]([C:36]([F:49])([F:48])[F:35])(=[O:39])=[O:38])(=[O:39])=[O:38]. Product: [CH:1]1([C@@H:4]([C:11]2[CH:20]=[C:19]3[C:14]([CH2:15][CH2:16][CH:17]([C:21]4[CH:26]=[CH:25][C:24]([O:27][S:37]([C:36]([F:49])([F:48])[F:35])(=[O:39])=[O:38])=[CH:23][C:22]=4[F:28])[O:18]3)=[CH:13][CH:12]=2)[C@H:5]([CH3:10])[C:6]([O:8][CH3:9])=[O:7])[CH2:3][CH2:2]1. The catalyst class is: 2. (7) Reactant: [Cl:1][C:2]1[CH:3]=[CH:4][C:5]([N:43]2[CH:47]=[C:46]([Cl:48])[N:45]=[N:44]2)=[C:6]([C:8]2[N:9]=[CH:10][N:11]([C@@H:15]3[C:31]4[CH:32]=[C:27]([CH:28]=[CH:29][N:30]=4)[C:26]4[N:25](COCC[Si](C)(C)C)[N:24]=[CH:23][C:22]=4[NH:21][C:20](=[O:41])[C@H:19]([CH3:42])[CH2:18][CH2:17][CH2:16]3)[C:12](=[O:14])[CH:13]=2)[CH:7]=1.[C:49]([OH:55])([C:51]([F:54])([F:53])[F:52])=[O:50]. Product: [F:52][C:51]([F:54])([F:53])[C:49]([OH:55])=[O:50].[Cl:1][C:2]1[CH:3]=[CH:4][C:5]([N:43]2[CH:47]=[C:46]([Cl:48])[N:45]=[N:44]2)=[C:6]([C:8]2[N:9]=[CH:10][N:11]([C@@H:15]3[C:31]4[CH:32]=[C:27]([CH:28]=[CH:29][N:30]=4)[C:26]4[NH:25][N:24]=[CH:23][C:22]=4[NH:21][C:20](=[O:41])[C@H:19]([CH3:42])[CH2:18][CH2:17][CH2:16]3)[C:12](=[O:14])[CH:13]=2)[CH:7]=1. The catalyst class is: 2. (8) Reactant: Br[C:2]1[CH:7]=[CH:6][C:5]([O:8][CH3:9])=[C:4]([Cl:10])[CH:3]=1.CON(C)[C:14](=[O:28])[C@@H:15]([NH:17][C:18](=[O:27])[O:19][CH2:20][C:21]1[CH:26]=[CH:25][CH:24]=[CH:23][CH:22]=1)[CH3:16].C(=O)=O.CC(C)=O.N#N.Cl. Product: [Cl:10][C:4]1[CH:3]=[C:2]([C:14](=[O:28])[C@@H:15]([NH:17][C:18](=[O:27])[O:19][CH2:20][C:21]2[CH:26]=[CH:25][CH:24]=[CH:23][CH:22]=2)[CH3:16])[CH:7]=[CH:6][C:5]=1[O:8][CH3:9]. The catalyst class is: 220.